This data is from Full USPTO retrosynthesis dataset with 1.9M reactions from patents (1976-2016). The task is: Predict the reactants needed to synthesize the given product. (1) Given the product [N:25]1[CH:26]=[CH:27][CH:28]=[N:29][C:24]=1[NH:23][C:18]([C:17]1[CH:16]=[N:15][N:12]2[CH:13]=[CH:14][C:9]([C:4]3[CH:5]=[CH:6][CH:7]=[CH:8][C:3]=3[C:2]([F:22])([F:21])[F:1])=[N:10][C:11]=12)=[O:19], predict the reactants needed to synthesize it. The reactants are: [F:1][C:2]([F:22])([F:21])[C:3]1[CH:8]=[CH:7][CH:6]=[CH:5][C:4]=1[C:9]1[CH:14]=[CH:13][N:12]2[N:15]=[CH:16][C:17]([C:18](Cl)=[O:19])=[C:11]2[N:10]=1.[NH2:23][C:24]1[N:29]=[CH:28][CH:27]=[CH:26][N:25]=1.O. (2) Given the product [C:35]([NH:1][C:2]1[CH:7]=[CH:6][C:5]([N:8]2[CH2:17][CH2:16][C:15]3[C:10](=[CH:11][CH:12]=[C:13]([O:18][CH3:19])[CH:14]=3)[CH:9]2[CH2:20][C:21]2[CH:26]=[CH:25][C:24]([O:27][CH2:28][C:29]3[CH:30]=[CH:31][CH:32]=[CH:33][CH:34]=3)=[CH:23][CH:22]=2)=[CH:4][CH:3]=1)(=[O:37])[CH3:36], predict the reactants needed to synthesize it. The reactants are: [NH2:1][C:2]1[CH:7]=[CH:6][C:5]([N:8]2[CH2:17][CH2:16][C:15]3[C:10](=[CH:11][CH:12]=[C:13]([O:18][CH3:19])[CH:14]=3)[CH:9]2[CH2:20][C:21]2[CH:26]=[CH:25][C:24]([O:27][CH2:28][C:29]3[CH:34]=[CH:33][CH:32]=[CH:31][CH:30]=3)=[CH:23][CH:22]=2)=[CH:4][CH:3]=1.[C:35](Cl)(=[O:37])[CH3:36]. (3) Given the product [Br:1][C:2]1[C:3]([CH3:20])=[C:4]([N:8]2[CH2:16][C:15]3[C:10](=[CH:11][CH:12]=[C:13]([OH:17])[CH:14]=3)[C:9]2=[O:19])[CH:5]=[CH:6][CH:7]=1, predict the reactants needed to synthesize it. The reactants are: [Br:1][C:2]1[C:3]([CH3:20])=[C:4]([N:8]2[CH2:16][C:15]3[C:10](=[CH:11][CH:12]=[C:13]([O:17]C)[CH:14]=3)[C:9]2=[O:19])[CH:5]=[CH:6][CH:7]=1.B(Br)(Br)Br. (4) Given the product [C:25]1(=[C:17]([C:18]2[CH:23]=[CH:22][C:21]([OH:24])=[CH:20][CH:19]=2)[C:14]2[CH:15]=[CH:16][C:11](/[CH:5]=[C:6](\[CH3:10])/[C:7]([OH:9])=[O:8])=[CH:12][CH:13]=2)[CH2:32][CH2:31][CH2:30][CH2:29][CH2:28][CH2:27][CH2:26]1, predict the reactants needed to synthesize it. The reactants are: CC([C:5]([C:11]1[CH:16]=[CH:15][C:14]([C:17](=[C:25]2[CH2:32][CH2:31][CH2:30][CH2:29][CH2:28][CH2:27][CH2:26]2)[C:18]2[CH:23]=[CH:22][C:21]([OH:24])=[CH:20][CH:19]=2)=[CH:13][CH:12]=1)=[C:6]([CH3:10])[C:7]([O-:9])=[O:8])(C)C.C(O)(C(F)(F)F)=O. (5) Given the product [CH2:20]([C@H:27]1[CH2:31][O:30][C:29](=[O:32])[N:28]1[C:37](=[O:33])/[CH:36]=[CH:7]/[C:6]1[CH:14]=[CH:9][C:10]([Cl:12])=[CH:4][N:3]=1)[C:21]1[CH:22]=[CH:23][CH:24]=[CH:25][CH:26]=1, predict the reactants needed to synthesize it. The reactants are: C([N:3]([CH2:6][CH3:7])[CH2:4]C)C.C[C:9]([CH3:14])(C)[C:10]([Cl:12])=O.[Li]CCCC.[CH2:20]([C@H:27]1[CH2:31][O:30][C:29](=[O:32])[NH:28]1)[C:21]1[CH:26]=[CH:25][CH:24]=[CH:23][CH:22]=1.[O:33]1[CH2:37][CH2:36]NC1=O. (6) Given the product [CH2:1]([O:3][C:4](=[O:17])[CH:5]([N:7]1[C:15]2[C:10](=[CH:11][CH:12]=[C:13]([O:16][CH2:31][CH2:30][CH2:29][C:28]#[C:27][C:24]3[CH:25]=[CH:26][C:21]([O:20][C:19]([F:18])([F:37])[F:38])=[CH:22][CH:23]=3)[CH:14]=2)[CH:9]=[CH:8]1)[CH3:6])[CH3:2], predict the reactants needed to synthesize it. The reactants are: [CH2:1]([O:3][C:4](=[O:17])[CH:5]([N:7]1[C:15]2[C:10](=[CH:11][CH:12]=[C:13]([OH:16])[CH:14]=2)[CH:9]=[CH:8]1)[CH3:6])[CH3:2].[F:18][C:19]([F:38])([F:37])[O:20][C:21]1[CH:26]=[CH:25][C:24]([C:27]#[C:28][CH2:29][CH2:30][CH2:31]OS(C)(=O)=O)=[CH:23][CH:22]=1.C(=O)([O-])[O-].[Cs+].[Cs+].[I-].[K+]. (7) Given the product [CH3:24][O:25][C:26](=[O:29])[CH2:27][N:18]1[CH:17]=[C:16]([C:20]#[N:21])[C:15]([C:7]2[CH:6]=[C:5]([C:4]([F:22])([F:3])[F:23])[CH:10]=[C:9]([C:11]([F:12])([F:13])[F:14])[CH:8]=2)=[CH:19]1, predict the reactants needed to synthesize it. The reactants are: [H-].[Na+].[F:3][C:4]([F:23])([F:22])[C:5]1[CH:6]=[C:7]([C:15]2[C:16]([C:20]#[N:21])=[CH:17][NH:18][CH:19]=2)[CH:8]=[C:9]([C:11]([F:14])([F:13])[F:12])[CH:10]=1.[CH3:24][O:25][C:26](=[O:29])[CH2:27]Br.